Predict the reaction yield, written as a fraction of the theoretical maximum amount of product (1.0 means a 100% yield; for example, 0.34 means a 34% yield). From a dataset of Reaction yield outcomes from USPTO patents with 853,638 reactions. The reactants are FC(F)(F)C(O)=O.[CH:8]([N:11]1[C:15]([C:16]2[N:25]=[C:24]3[N:18]([CH2:19][CH2:20][O:21][C:22]4[CH:29]=[C:28]([CH:30]5[CH2:35][CH2:34][NH:33][CH2:32][CH2:31]5)[CH:27]=[CH:26][C:23]=43)[CH:17]=2)=[N:14][CH:13]=[N:12]1)([CH3:10])[CH3:9].C(=O)([O-])[O-].[K+].[K+].[CH:42]([NH:45][C:46](=[O:49])[CH2:47]Cl)([CH3:44])[CH3:43]. The catalyst is C1COCC1. The product is [CH:42]([NH:45][C:46](=[O:49])[CH2:47][N:33]1[CH2:34][CH2:35][CH:30]([C:28]2[CH:27]=[CH:26][C:23]3[C:24]4[N:18]([CH:17]=[C:16]([C:15]5[N:11]([CH:8]([CH3:10])[CH3:9])[N:12]=[CH:13][N:14]=5)[N:25]=4)[CH2:19][CH2:20][O:21][C:22]=3[CH:29]=2)[CH2:31][CH2:32]1)([CH3:44])[CH3:43]. The yield is 0.530.